Dataset: Forward reaction prediction with 1.9M reactions from USPTO patents (1976-2016). Task: Predict the product of the given reaction. Given the reactants C(OC([N:8]1[CH2:12][CH2:11][CH:10]([NH:13][C:14]([C:16]2[S:17][CH:18]=[CH:19][C:20]=2[NH:21][C:22]2[CH:27]=[CH:26][N:25]=[C:24]3[NH:28][CH:29]=[CH:30][C:23]=23)=[O:15])[CH2:9]1)=O)(C)(C)C.FC(CC(O)=O)(F)F, predict the reaction product. The product is: [NH:8]1[CH2:12][CH2:11][CH:10]([NH:13][C:14]([C:16]2[S:17][CH:18]=[CH:19][C:20]=2[NH:21][C:22]2[CH:27]=[CH:26][N:25]=[C:24]3[NH:28][CH:29]=[CH:30][C:23]=23)=[O:15])[CH2:9]1.